This data is from Reaction yield outcomes from USPTO patents with 853,638 reactions. The task is: Predict the reaction yield, written as a fraction of the theoretical maximum amount of product (1.0 means a 100% yield; for example, 0.34 means a 34% yield). (1) The reactants are [NH2:1][C:2]1([C:8]([NH:10][CH2:11][CH2:12][C:13]2[C:21]3[C:16](=[CH:17][CH:18]=[C:19]([F:22])[CH:20]=3)[NH:15][CH:14]=2)=[O:9])[CH2:7][CH2:6][CH2:5][CH2:4][CH2:3]1.[Br:23][C:24]1[CH:25]=[C:26]([CH:32]=[CH:33][C:34]=1[F:35])[CH:27]=[CH:28][C:29](O)=[O:30].C(N(C(C)C)CC)(C)C.F[P-](F)(F)(F)(F)F.N1(OC(N(C)C)=[N+](C)C)C2N=CC=CC=2N=N1. The catalyst is CN(C=O)C. The product is [Br:23][C:24]1[CH:25]=[C:26](/[CH:27]=[CH:28]/[C:29]([NH:1][C:2]2([C:8]([NH:10][CH2:11][CH2:12][C:13]3[C:21]4[C:16](=[CH:17][CH:18]=[C:19]([F:22])[CH:20]=4)[NH:15][CH:14]=3)=[O:9])[CH2:7][CH2:6][CH2:5][CH2:4][CH2:3]2)=[O:30])[CH:32]=[CH:33][C:34]=1[F:35]. The yield is 0.810. (2) The reactants are [Cl:1][C:2]1[CH:25]=[CH:24][C:5]([O:6][C:7]2[CH:23]=[CH:22][C:10]([O:11][CH2:12][C@@H:13]3[CH2:17][CH2:16][CH2:15][N:14]3[CH2:18][CH2:19][CH2:20][NH2:21])=[CH:9][CH:8]=2)=[CH:4][CH:3]=1.C(N(C(C)C)CC)(C)C.[C:35](OC(=O)C)(=[O:37])[CH3:36]. The catalyst is ClCCl. The product is [ClH:1].[Cl:1][C:2]1[CH:25]=[CH:24][C:5]([O:6][C:7]2[CH:23]=[CH:22][C:10]([O:11][CH2:12][C@@H:13]3[CH2:17][CH2:16][CH2:15][N:14]3[CH2:18][CH2:19][CH2:20][NH:21][C:35](=[O:37])[CH3:36])=[CH:9][CH:8]=2)=[CH:4][CH:3]=1. The yield is 0.360. (3) The reactants are [CH3:1][O:2]/[N:3]=[C:4](/[C:15]1[CH:20]=[CH:19][CH:18]=[CH:17][CH:16]=1)\[CH2:5][O:6][C:7]1[CH:12]=[CH:11][C:10]([CH2:13][OH:14])=[CH:9][CH:8]=1.[C:21]([CH:23]([C:29]1[CH:34]=[CH:33][C:32](O)=[CH:31][CH:30]=1)[CH2:24][C:25]([O:27]C)=[O:26])#[N:22]. No catalyst specified. The product is [C:21]([CH:23]([C:29]1[CH:34]=[CH:33][C:32]([O:14][CH2:13][C:10]2[CH:11]=[CH:12][C:7]([O:6][CH2:5]/[C:4](=[N:3]\[O:2][CH3:1])/[C:15]3[CH:20]=[CH:19][CH:18]=[CH:17][CH:16]=3)=[CH:8][CH:9]=2)=[CH:31][CH:30]=1)[CH2:24][C:25]([OH:27])=[O:26])#[N:22]. The yield is 0.347. (4) The product is [S:1]1(=[O:11])(=[O:12])[C:5]2[CH:6]=[CH:7][CH:8]=[CH:9][C:4]=2[CH:3]=[N:2]1. The yield is 0.356. The catalyst is C1COCC1. The reactants are [S:1]1(=[O:12])(=[O:11])[C:5]2[CH:6]=[CH:7][CH:8]=[CH:9][C:4]=2[C:3](=O)[NH:2]1.[H-].[Al+3].[Li+].[H-].[H-].[H-].[O-]S([O-])(=O)=O.[Na+].[Na+]. (5) The product is [NH2:28][C:27]1[CH:29]=[CH:30][C:24]([C:2]2[CH:15]=[CH:14][CH:13]=[CH:12][C:3]=2[CH2:4][NH:5][C:6](=[O:11])[C:7]([F:10])([F:9])[F:8])=[CH:25][CH:26]=1. The yield is 0.490. The reactants are Br[C:2]1[CH:15]=[CH:14][CH:13]=[CH:12][C:3]=1[CH2:4][NH:5][C:6](=[O:11])[C:7]([F:10])([F:9])[F:8].CC1(C)C(C)(C)OB([C:24]2[CH:30]=[CH:29][C:27]([NH2:28])=[CH:26][CH:25]=2)O1.C1C=CC(P(C2C=CC=CC=2)C2C=CC=CC=2)=CC=1.C([O-])([O-])=O.[K+].[K+]. The catalyst is CN(C=O)C.CC([O-])=O.CC([O-])=O.[Pd+2].